From a dataset of Forward reaction prediction with 1.9M reactions from USPTO patents (1976-2016). Predict the product of the given reaction. (1) Given the reactants [CH3:1][O:2][C:3]1[CH:24]=[CH:23][C:6]([CH2:7][N:8]2[CH:17]=[C:16]3[C:10]([CH:11]([CH3:22])[CH2:12][CH2:13][C:14]4[S:20][C:19]([NH2:21])=[N:18][C:15]=43)=[N:9]2)=[CH:5][CH:4]=1.Cl[C:26]1[N:31]=[C:30]([CH3:32])[CH:29]=[CH:28][N:27]=1.CC1(C)C2C(=C(P(C3C=CC=CC=3)C3C=CC=CC=3)C=CC=2)OC2C(P(C3C=CC=CC=3)C3C=CC=CC=3)=CC=CC1=2.C([O-])([O-])=O.[Cs+].[Cs+], predict the reaction product. The product is: [CH3:1][O:2][C:3]1[CH:4]=[CH:5][C:6]([CH2:7][N:8]2[CH:17]=[C:16]3[C:10]([CH:11]([CH3:22])[CH2:12][CH2:13][C:14]4[S:20][C:19]([NH:21][C:26]5[N:31]=[C:30]([CH3:32])[CH:29]=[CH:28][N:27]=5)=[N:18][C:15]=43)=[N:9]2)=[CH:23][CH:24]=1. (2) Given the reactants [CH2:1]([O:8][C:9]1[CH:14]=[CH:13][C:12]([C:15]2[CH:20]=[C:19]([N:21](C(OC(C)(C)C)=O)[C@H:22]([C:30]([O:32][CH2:33][CH3:34])=[O:31])[CH2:23][C:24]3[CH:29]=[CH:28][CH:27]=[CH:26][CH:25]=3)[CH:18]=[CH:17][N:16]=2)=[CH:11][CH:10]=1)[C:2]1[CH:7]=[CH:6][CH:5]=[CH:4][CH:3]=1.Cl, predict the reaction product. The product is: [CH2:1]([O:8][C:9]1[CH:10]=[CH:11][C:12]([C:15]2[CH:20]=[C:19]([NH:21][C@H:22]([C:30]([O:32][CH2:33][CH3:34])=[O:31])[CH2:23][C:24]3[CH:29]=[CH:28][CH:27]=[CH:26][CH:25]=3)[CH:18]=[CH:17][N:16]=2)=[CH:13][CH:14]=1)[C:2]1[CH:7]=[CH:6][CH:5]=[CH:4][CH:3]=1.